From a dataset of Full USPTO retrosynthesis dataset with 1.9M reactions from patents (1976-2016). Predict the reactants needed to synthesize the given product. (1) Given the product [CH:17]1[N:16]=[CH:15][N:14]2[CH:10]([C:9]3[CH:8]=[CH:7][C:4]([C:5]#[N:6])=[CH:3][C:2]=3[CH3:18])[CH2:11][CH2:12][C:13]=12, predict the reactants needed to synthesize it. The reactants are: Br[C:2]1[CH:3]=[C:4]([CH:7]=[CH:8][C:9]=1[CH:10]1[N:14]2[CH:15]=[N:16][CH:17]=[C:13]2[CH2:12][CH2:11]1)[C:5]#[N:6].[CH3:18]B1OB(C)OB(C)O1.C([O-])([O-])=O.[Na+].[Na+].[OH-].[K+]. (2) Given the product [Cl:19][C:8]1[N:9]=[C:10]([N:13]2[CH2:18][CH2:17][O:16][CH2:15][CH2:14]2)[C:11]2[N:12]=[C:3]([CH2:2][N:29]3[CH2:28][CH2:27][N:26]([C:21]([CH3:25])([CH3:20])[C:22]([NH2:24])=[O:23])[CH2:31][CH2:30]3)[CH:4]=[CH:5][C:6]=2[N:7]=1, predict the reactants needed to synthesize it. The reactants are: Br[CH2:2][C:3]1[CH:4]=[CH:5][C:6]2[N:7]=[C:8]([Cl:19])[N:9]=[C:10]([N:13]3[CH2:18][CH2:17][O:16][CH2:15][CH2:14]3)[C:11]=2[N:12]=1.[CH3:20][C:21]([N:26]1[CH2:31][CH2:30][NH:29][CH2:28][CH2:27]1)([CH3:25])[C:22]([NH2:24])=[O:23]. (3) Given the product [C:1]1([C@@:7]2([CH3:29])[C:11](=[O:12])[N:10]([C@@H:13]([CH2:17][CH:18]([CH3:19])[CH3:20])[C:14]([NH:30][C@H:31]([C:40]3[CH:45]=[CH:44][C:43]([O:46][CH3:47])=[CH:42][C:41]=3[O:48][CH3:49])[CH2:32][C:33]([OH:35])=[O:34])=[O:15])[C:9](=[O:21])[N:8]2[CH2:22][C:23]2[CH:28]=[CH:27][CH:26]=[CH:25][CH:24]=2)[CH:6]=[CH:5][CH:4]=[CH:3][CH:2]=1, predict the reactants needed to synthesize it. The reactants are: [C:1]1([C@@:7]2([CH3:29])[C:11](=[O:12])[N:10]([C@@H:13]([CH2:17][CH:18]([CH3:20])[CH3:19])[C:14]([O-])=[O:15])[C:9](=[O:21])[N:8]2[CH2:22][C:23]2[CH:28]=[CH:27][CH:26]=[CH:25][CH:24]=2)[CH:6]=[CH:5][CH:4]=[CH:3][CH:2]=1.[NH2:30][C@H:31]([C:40]1[CH:45]=[CH:44][C:43]([O:46][CH3:47])=[CH:42][C:41]=1[O:48][CH3:49])[CH2:32][C:33]([O:35]C(C)(C)C)=[O:34].FC(F)(F)C(O)=O. (4) Given the product [N:1]([C:4]1([CH3:21])[CH2:10][CH2:9][N:8]([C:11]2[N:15]([CH3:16])[N:14]=[CH:13][C:12]=2[N+:17]([O-:19])=[O:18])[CH2:7][CH:6]([OH:20])[CH2:5]1)=[N+:2]=[N-:3], predict the reactants needed to synthesize it. The reactants are: [N:1]([CH:4]1[CH2:10][CH2:9][N:8]([C:11]2[N:15]([CH3:16])[N:14]=[CH:13][C:12]=2[N+:17]([O-:19])=[O:18])[CH2:7][CH:6]([OH:20])[CH2:5]1)=[N+:2]=[N-:3].[CH3:21]C1CCN(C(OC(C)(C)C)=O)CC(=O)C=1. (5) Given the product [ClH:1].[CH2:17]1[C:6]2[NH:7][C:8]3[C:13](=[CH:12][C:11]([OH:14])=[CH:10][CH:9]=3)[C:5]=2[CH2:4][CH2:3][NH:2]1, predict the reactants needed to synthesize it. The reactants are: [ClH:1].[NH2:2][CH2:3][CH2:4][C:5]1[C:13]2[C:8](=[CH:9][CH:10]=[C:11]([OH:14])[CH:12]=2)[NH:7][CH:6]=1.C=O.[C:17](O)(=O)C.